From a dataset of Experimentally validated miRNA-target interactions with 360,000+ pairs, plus equal number of negative samples. Binary Classification. Given a miRNA mature sequence and a target amino acid sequence, predict their likelihood of interaction. (1) The miRNA is hsa-miR-6871-3p with sequence CAGCACCCUGUGGCUCCCACAG. The protein sequence of the target gene is MARKRKPPSSQGDPRRYDPDFQGPTAKRTCTDVLCCLIFLLFILGYVLLGLLAWAHGDPRKMAYPTDSQGHFCGQKGTPNENKTVLFYFNIFRCTSPSMMLRLQCSTTQICVSRCPERFLTYLDMQFLNKEDKNYWEYYRQFCKAKAKPVETLRDLLISGDCPLAVYPSRPFLQRCIPDLSALNGTWTPGSRMKFEDGSGQTRTMLEFREAANGISDLINARTIGLKLLEDYATSWKWILIGLTVAMALSWTFLILLRFTAGFLFWFFIFGVLGIIGYGIWYCFLEYSSIQQRPQSTFWM.... Result: 0 (no interaction). (2) The miRNA is mmu-miR-1843a-5p with sequence UAUGGAGGUCUCUGUCUGACU. The protein sequence of the target gene is MPTFDQALRKAGEFGRFQRRVFLLLCLTGVTFAFLFVGVVFLGSQPDYYWCRGPRATALAERCAWSPEEEWNLTTPELHVPAERRGQGHCHRYLLEATNTSSELSCDPLTAFPNRSAPLVSCSGDWRYVETHSTIVSQFDLVCSNAWMLDLTQAILNLGFLAGAFTLGYAADRYGRLIIYLISCFGVGITGVVVAFAPNFSVFVIFRFLQGVFGKGAWMTCFVIVTEIVGSKQRRIVGIVIQMFFTLGIIILPGIAYFTPSWQGIQLAISLPSFLFLLYYWVVPESPRWLITRKQGEKAL.... Result: 0 (no interaction). (3) The miRNA is hsa-miR-548e-5p with sequence CAAAAGCAAUCGCGGUUUUUGC. The protein sequence of the target gene is MESNHKSGDGLSGTQKEAALRALVQRTGYSLVQENGQRKYGGPPPGWDAAPPERGCEIFIGKLPRDLFEDELIPLCEKIGKIYEMRMMMDFNGNNRGYAFVTFSNKVEAKNAIKQLNNYEIRNGRLLGVCASVDNCRLFVGGIPKTKKREEILSEMKKVTEGVVDVIVYPSAADKTKNRGFAFVEYESHRAAAMARRKLLPGRIQLWGHGIAVDWAEPEVEVDEDTMSSVKILYVRNLMLSTSEEMIEKEFNNIKPGAVERVKKIRDYAFVHFSNREDAVEAMKALNGKVLDGSPIEVTL.... Result: 1 (interaction). (4) Result: 1 (interaction). The protein sequence of the target gene is MSGSCAAPGPGSGSSPAACRFAHYFVLCGIDADSGLEPDELAGENFDQSPLRRTFKSKVLAHYPQNIEWNPFDQDAVNMLCMPKGLSFRTQTDNKDPQFHSFIITREDGSRTYGFVLTFYEEVTSKQICTAMQTLYQMHNAEHYSSVYASSSCSMDSLASSLDEGDTTSLLKLQRYNSYDISRDTLYVSKSICLITPLPFMQACKKFLIQLYKAVTSQQPPPLPLESYIHNILYEVPLPPPGRSLKFYGVYEPVICQRPGPSELPLSDYPLREAFELLGLENLVQVFTCVLLEMQILLYS.... The miRNA is hsa-miR-4284 with sequence GGGCUCACAUCACCCCAU. (5) The miRNA is mmu-miR-497b with sequence CACCACAGUGUGGUUUGGACGUGG. The protein sequence of the target gene is MLQWRRRHCCFAKMTWSPKRSLLRTPLTGVLSLVFLFAMFLFFNHHDWLPGRPGFKENPVTYTFRGFRSTKSETNHSSLRTIWKEVAPQTLRPHTASNSSNTELSPQGVTGLQNTLSANGSIYNEKGTGHPNSYHFKYIINEPEKCQEKSPFLILLIAAEPGQIEARRAIRQTWGNETLAPGIQIIRVFLLGISIKLNGYLQHAIQEESRQYHDIIQQEYLDTYYNLTIKTLMGMNWVATYCPHTPYVMKTDSDMFVNTEYLIHKLLKPDLPPRHNYFTGYLMRGYAPNRNKDSKWYMPP.... Result: 0 (no interaction). (6) The miRNA is mmu-miR-101b-3p with sequence GUACAGUACUGUGAUAGCU. The protein sequence of the target gene is MRRLSSWRKMATAEKQKHDGRVKIGHYILGDTLGVGTFGKVKVGKHELTGHKVAVKILNRQKIRSLDVVGKIRREIQNLKLFRHPHIIKLYQVISTPSDIFMVMEYVSGGELFDYICKNGRLDEKESRRLFQQILSGVDYCHRHMVVHRDLKPENVLLDAHMNAKIADFGLSNMMSDGEFLRTSCGSPNYAAPEVISGRLYAGPEVDIWSSGVILYALLCGTLPFDDDHVPTLFKKICDGIFYTPQYLNPSVISLLKHMLQVDPMKRAAIKDIREHEWFKQDLPKYLFPEDPSYSSTMID.... Result: 1 (interaction). (7) The miRNA is hsa-miR-6873-3p with sequence UUCUCUCUGUCUUUCUCUCUCAG. The protein sequence of the target gene is MATATIALQVNGQQGGGSEPAAAAAVVAAGDKWKPPQGTDSIKMENGQSTAAKLGLPPLTPEQQEALQKAKKYAMEQSIKSVLVKQTIAHQQQQLTNLQMAAVTMGFGDPLSPLQSMAAQRQRALAIMCRVYVGSIYYELGEDTIRQAFAPFGPIKSIDMSWDSVTMKHKGFAFVEYEVPEAAQLALEQMNSVMLGGRNIKVGRPSNIGQAQPIIDQLAEEARAFNRIYVASVHQDLSDDDIKSVFEAFGKIKSCTLARDPTTGKHKGYGFIEYEKAQSSQDAVSSMNLFDLGGQYLRVG.... Result: 0 (no interaction).